Dataset: Full USPTO retrosynthesis dataset with 1.9M reactions from patents (1976-2016). Task: Predict the reactants needed to synthesize the given product. Given the product [O:2]=[C:3]1[CH:8]=[C:7]([C:9]2[N:14]3[N:15]=[CH:16][N:17]=[C:13]3[C:12]([NH:18][C:19]3[CH:20]=[CH:21][C:22]([C:23]([NH:25][CH2:26][C:27]4[CH:28]=[N:29][CH:30]=[CH:31][CH:32]=4)=[O:24])=[CH:33][CH:34]=3)=[CH:11][CH:10]=2)[CH:6]=[CH:5][NH:4]1, predict the reactants needed to synthesize it. The reactants are: C[O:2][C:3]1[CH:8]=[C:7]([C:9]2[N:14]3[N:15]=[CH:16][N:17]=[C:13]3[C:12]([NH:18][C:19]3[CH:34]=[CH:33][C:22]([C:23]([NH:25][CH2:26][C:27]4[CH:28]=[N:29][CH:30]=[CH:31][CH:32]=4)=[O:24])=[CH:21][CH:20]=3)=[CH:11][CH:10]=2)[CH:6]=[CH:5][N:4]=1.Cl.N1C=CC=CC=1.